Dataset: Reaction yield outcomes from USPTO patents with 853,638 reactions. Task: Predict the reaction yield, written as a fraction of the theoretical maximum amount of product (1.0 means a 100% yield; for example, 0.34 means a 34% yield). The reactants are [F:1][C:2]([F:41])([F:40])[C:3]1[CH:4]=[C:5]([CH:33]=[C:34]([C:36]([F:39])([F:38])[F:37])[CH:35]=1)[CH2:6][N:7]([CH:30]1[CH2:32][CH2:31]1)[C:8]([C@H:10]1[CH2:15][CH2:14][N:13](C(OC(C)(C)C)=O)[CH2:12][C@H:11]1[C:23]1[CH:28]=[CH:27][C:26]([F:29])=[CH:25][CH:24]=1)=[O:9].[ClH:42].C(OCC)(=O)C. The catalyst is C(OCC)(=O)C. The yield is 0.920. The product is [ClH:42].[F:41][C:2]([F:1])([F:40])[C:3]1[CH:4]=[C:5]([CH:33]=[C:34]([C:36]([F:37])([F:38])[F:39])[CH:35]=1)[CH2:6][N:7]([CH:30]1[CH2:31][CH2:32]1)[C:8]([C@H:10]1[CH2:15][CH2:14][NH:13][CH2:12][C@H:11]1[C:23]1[CH:28]=[CH:27][C:26]([F:29])=[CH:25][CH:24]=1)=[O:9].